From a dataset of Reaction yield outcomes from USPTO patents with 853,638 reactions. Predict the reaction yield, written as a fraction of the theoretical maximum amount of product (1.0 means a 100% yield; for example, 0.34 means a 34% yield). The reactants are C([Si](C)(C)[O:6][C:7]1[CH:14]=[CH:13][C:10]([CH:11]=[O:12])=[C:9]([CH:15]([CH3:17])[CH3:16])[CH:8]=1)(C)(C)C.[F-].C([N+](CCCC)(CCCC)CCCC)CCC. The catalyst is C1COCC1. The product is [OH:6][C:7]1[CH:14]=[CH:13][C:10]([CH:11]=[O:12])=[C:9]([CH:15]([CH3:17])[CH3:16])[CH:8]=1. The yield is 0.960.